This data is from Peptide-MHC class II binding affinity with 134,281 pairs from IEDB. The task is: Regression. Given a peptide amino acid sequence and an MHC pseudo amino acid sequence, predict their binding affinity value. This is MHC class II binding data. (1) The peptide sequence is ELGSFYSDPKRFFLP. The MHC is DRB1_0101 with pseudo-sequence DRB1_0101. The binding affinity (normalized) is 0.0945. (2) The peptide sequence is FDGPRTNTILEDNNEVEV. The MHC is DRB1_1101 with pseudo-sequence DRB1_1101. The binding affinity (normalized) is 0.0851. (3) The peptide sequence is AQVRADRILALDADP. The MHC is HLA-DPA10301-DPB10402 with pseudo-sequence HLA-DPA10301-DPB10402. The binding affinity (normalized) is 0.486. (4) The peptide sequence is AAATAYTTVYGAFAA. The MHC is HLA-DQA10501-DQB10301 with pseudo-sequence HLA-DQA10501-DQB10301. The binding affinity (normalized) is 0.641. (5) The peptide sequence is LVGPTPVNIIGRNLMTQIGC. The MHC is HLA-DQA10101-DQB10501 with pseudo-sequence HLA-DQA10101-DQB10501. The binding affinity (normalized) is 0.0813. (6) The peptide sequence is KKGAAWTVYVGIVTMLSK. The MHC is DRB3_0101 with pseudo-sequence DRB3_0101. The binding affinity (normalized) is 0.453. (7) The binding affinity (normalized) is 0.268. The peptide sequence is QNRMKLADCAVGFGS. The MHC is HLA-DPA10201-DPB10101 with pseudo-sequence HLA-DPA10201-DPB10101. (8) The peptide sequence is IKVLVAMASINTLTL. The MHC is DRB1_0405 with pseudo-sequence DRB1_0405. The binding affinity (normalized) is 0.443. (9) The peptide sequence is YDKFLANVSTVLTLK. The MHC is DRB1_0404 with pseudo-sequence DRB1_0404. The binding affinity (normalized) is 0.794. (10) The peptide sequence is SEAVLRGQALLVNSS. The MHC is DRB5_0101 with pseudo-sequence DRB5_0101. The binding affinity (normalized) is 0.356.